This data is from Tyrosyl-DNA phosphodiesterase HTS with 341,365 compounds. The task is: Binary Classification. Given a drug SMILES string, predict its activity (active/inactive) in a high-throughput screening assay against a specified biological target. (1) The compound is OCCc1c2c([nH]c1C)cccc2. The result is 0 (inactive). (2) The compound is s1c2ncn(c(=O)c2c(c1C)C)c1ccc(cc1)C. The result is 0 (inactive). (3) The molecule is O=C(NCC12CC3CC(C1)CC(C2)C3)NC. The result is 0 (inactive).